This data is from Forward reaction prediction with 1.9M reactions from USPTO patents (1976-2016). The task is: Predict the product of the given reaction. (1) Given the reactants [Cl:1][C:2]1[CH:7]=[CH:6][N:5]2[C:8]([CH2:11][C:12]([F:15])([F:14])[F:13])=[CH:9][N:10]=[C:4]2[C:3]=1I.[C-:17]#[N:18].[Na+], predict the reaction product. The product is: [Cl:1][C:2]1[CH:7]=[CH:6][N:5]2[C:8]([CH2:11][C:12]([F:15])([F:14])[F:13])=[CH:9][N:10]=[C:4]2[C:3]=1[C:17]#[N:18]. (2) The product is: [C:18]([C:17]1[CH:20]=[C:13]([C:11]2[O:10][N:9]=[C:8]([C:4]3[C:3]([O:25][CH3:26])=[C:2]([CH2:48][CH2:49][CH2:50][C:51]([O:53][CH2:54][CH3:55])=[O:52])[CH:7]=[CH:6][CH:5]=3)[N:12]=2)[CH:14]=[CH:15][C:16]=1[O:21][CH:22]([CH3:24])[CH3:23])#[N:19]. Given the reactants Br[C:2]1[C:3]([O:25][CH3:26])=[C:4]([C:8]2[N:12]=[C:11]([C:13]3[CH:14]=[CH:15][C:16]([O:21][CH:22]([CH3:24])[CH3:23])=[C:17]([CH:20]=3)[C:18]#[N:19])[O:10][N:9]=2)[CH:5]=[CH:6][CH:7]=1.CC(P(C(C)(C)C)C(C)(C)C)(C)C.C([O-])([O-])=O.[Cs+].[Cs+].Br[Zn][CH2:48][CH2:49][CH2:50][C:51]([O:53][CH2:54][CH3:55])=[O:52], predict the reaction product. (3) The product is: [Cl:21][C:19]1[S:20][C:49]2[NH:45][C:46]([C:47](=[O:42])[NH:23][CH:24]3[CH2:32][C:31]4[C:26](=[CH:27][CH:28]=[CH:29][CH:30]=4)[CH2:25]3)=[CH:48][C:51]=2[CH:18]=1. Given the reactants C(CNC(C1NC2[C:18](Cl)=[C:19]([Cl:21])[S:20]C=2C=1)=O)(=O)C1C=CC=CC=1.[NH2:23][CH:24]1[CH2:32][C:31]2[C:26](=[CH:27][CH:28]=[CH:29][CH:30]=2)[CH2:25]1.C1C=CC2N([OH:42])N=NC=2C=1.CC[N:45]([CH:49]([CH3:51])C)[CH:46]([CH3:48])[CH3:47].CCN=C=NCCCN(C)C, predict the reaction product.